Dataset: NCI-60 drug combinations with 297,098 pairs across 59 cell lines. Task: Regression. Given two drug SMILES strings and cell line genomic features, predict the synergy score measuring deviation from expected non-interaction effect. (1) Drug 1: CC1C(C(CC(O1)OC2CC(CC3=C2C(=C4C(=C3O)C(=O)C5=C(C4=O)C(=CC=C5)OC)O)(C(=O)CO)O)N)O.Cl. Drug 2: CCCCC(=O)OCC(=O)C1(CC(C2=C(C1)C(=C3C(=C2O)C(=O)C4=C(C3=O)C=CC=C4OC)O)OC5CC(C(C(O5)C)O)NC(=O)C(F)(F)F)O. Cell line: M14. Synergy scores: CSS=61.8, Synergy_ZIP=4.55, Synergy_Bliss=6.30, Synergy_Loewe=-9.76, Synergy_HSA=10.6. (2) Drug 1: CN(C)N=NC1=C(NC=N1)C(=O)N. Drug 2: CC1=C(C=C(C=C1)NC(=O)C2=CC=C(C=C2)CN3CCN(CC3)C)NC4=NC=CC(=N4)C5=CN=CC=C5. Cell line: OVCAR-5. Synergy scores: CSS=7.33, Synergy_ZIP=3.43, Synergy_Bliss=4.77, Synergy_Loewe=1.93, Synergy_HSA=2.37. (3) Drug 1: CN1CCC(CC1)COC2=C(C=C3C(=C2)N=CN=C3NC4=C(C=C(C=C4)Br)F)OC. Drug 2: CC1=CC=C(C=C1)C2=CC(=NN2C3=CC=C(C=C3)S(=O)(=O)N)C(F)(F)F. Cell line: NCI-H460. Synergy scores: CSS=-5.41, Synergy_ZIP=-1.13, Synergy_Bliss=-7.14, Synergy_Loewe=-9.52, Synergy_HSA=-8.58. (4) Drug 1: C1CN1C2=NC(=NC(=N2)N3CC3)N4CC4. Drug 2: C1CC(=O)NC(=O)C1N2C(=O)C3=CC=CC=C3C2=O. Cell line: BT-549. Synergy scores: CSS=13.0, Synergy_ZIP=-1.11, Synergy_Bliss=-3.13, Synergy_Loewe=-10.2, Synergy_HSA=-1.57. (5) Drug 1: C1=CN(C(=O)N=C1N)C2C(C(C(O2)CO)O)O.Cl. Drug 2: C1C(C(OC1N2C=NC3=C(N=C(N=C32)Cl)N)CO)O. Cell line: SF-268. Synergy scores: CSS=32.5, Synergy_ZIP=-0.203, Synergy_Bliss=-0.555, Synergy_Loewe=3.98, Synergy_HSA=4.46. (6) Drug 1: CC1=C(N=C(N=C1N)C(CC(=O)N)NCC(C(=O)N)N)C(=O)NC(C(C2=CN=CN2)OC3C(C(C(C(O3)CO)O)O)OC4C(C(C(C(O4)CO)O)OC(=O)N)O)C(=O)NC(C)C(C(C)C(=O)NC(C(C)O)C(=O)NCCC5=NC(=CS5)C6=NC(=CS6)C(=O)NCCC[S+](C)C)O. Drug 2: CC1C(C(CC(O1)OC2CC(CC3=C2C(=C4C(=C3O)C(=O)C5=CC=CC=C5C4=O)O)(C(=O)C)O)N)O. Cell line: LOX IMVI. Synergy scores: CSS=45.5, Synergy_ZIP=-7.49, Synergy_Bliss=-9.02, Synergy_Loewe=-4.25, Synergy_HSA=-2.67. (7) Drug 1: COC1=C(C=C2C(=C1)N=CN=C2NC3=CC(=C(C=C3)F)Cl)OCCCN4CCOCC4. Drug 2: CCCS(=O)(=O)NC1=C(C(=C(C=C1)F)C(=O)C2=CNC3=C2C=C(C=N3)C4=CC=C(C=C4)Cl)F. Cell line: NCI-H226. Synergy scores: CSS=19.3, Synergy_ZIP=-4.29, Synergy_Bliss=-0.639, Synergy_Loewe=-3.65, Synergy_HSA=-1.18. (8) Drug 1: CC12CCC(CC1=CCC3C2CCC4(C3CC=C4C5=CN=CC=C5)C)O. Drug 2: CCC1=CC2CC(C3=C(CN(C2)C1)C4=CC=CC=C4N3)(C5=C(C=C6C(=C5)C78CCN9C7C(C=CC9)(C(C(C8N6C)(C(=O)OC)O)OC(=O)C)CC)OC)C(=O)OC.C(C(C(=O)O)O)(C(=O)O)O. Cell line: KM12. Synergy scores: CSS=64.9, Synergy_ZIP=14.8, Synergy_Bliss=14.5, Synergy_Loewe=-6.12, Synergy_HSA=15.9. (9) Drug 1: CC12CCC3C(C1CCC2=O)CC(=C)C4=CC(=O)C=CC34C. Drug 2: CCCCC(=O)OCC(=O)C1(CC(C2=C(C1)C(=C3C(=C2O)C(=O)C4=C(C3=O)C=CC=C4OC)O)OC5CC(C(C(O5)C)O)NC(=O)C(F)(F)F)O. Cell line: MOLT-4. Synergy scores: CSS=63.2, Synergy_ZIP=-0.190, Synergy_Bliss=-2.06, Synergy_Loewe=-7.76, Synergy_HSA=-2.65. (10) Drug 1: C1=CC(=C2C(=C1NCCNCCO)C(=O)C3=C(C=CC(=C3C2=O)O)O)NCCNCCO. Drug 2: COC1=NC(=NC2=C1N=CN2C3C(C(C(O3)CO)O)O)N. Cell line: HCC-2998. Synergy scores: CSS=42.8, Synergy_ZIP=5.50, Synergy_Bliss=4.91, Synergy_Loewe=-44.2, Synergy_HSA=3.50.